Dataset: Reaction yield outcomes from USPTO patents with 853,638 reactions. Task: Predict the reaction yield, written as a fraction of the theoretical maximum amount of product (1.0 means a 100% yield; for example, 0.34 means a 34% yield). (1) The reactants are Br[C:2]1[C:3](=[O:10])[N:4]([CH3:9])[CH:5]=[C:6]([Br:8])[CH:7]=1.[CH3:11][O:12][CH2:13][CH2:14][CH2:15][N:16]1[CH2:21][CH2:20][N:19]2[N:22]=[C:23]([NH2:25])[CH:24]=[C:18]2[CH2:17]1.CC1(C)C2C(=C(P(C3C=CC=CC=3)C3C=CC=CC=3)C=CC=2)OC2C(P(C3C=CC=CC=3)C3C=CC=CC=3)=CC=CC1=2.C(=O)([O-])[O-].[Cs+].[Cs+]. The catalyst is [Pd].[Pd].C(=CC(C=CC1C=CC=CC=1)=O)C1C=CC=CC=1.C(=CC(C=CC1C=CC=CC=1)=O)C1C=CC=CC=1.C(=CC(C=CC1C=CC=CC=1)=O)C1C=CC=CC=1.O1CCOCC1. The product is [Br:8][C:6]1[CH:7]=[C:2]([NH:25][C:23]2[CH:24]=[C:18]3[CH2:17][N:16]([CH2:15][CH2:14][CH2:13][O:12][CH3:11])[CH2:21][CH2:20][N:19]3[N:22]=2)[C:3](=[O:10])[N:4]([CH3:9])[CH:5]=1. The yield is 0.420. (2) The reactants are [CH:1]([O:4][C:5]([C:7]1[CH:8]=[C:9](Br)[CH:10]=[C:11]2[C:16]=1[O:15][C:14]([CH3:18])([CH3:17])[CH2:13][C:12]2([CH3:20])[CH3:19])=[O:6])([CH3:3])[CH3:2].C(N(CC)CC)C.[CH3:29][Si:30]([C:33]#[CH:34])([CH3:32])[CH3:31].C(OCC)(=O)C. The catalyst is CCCCCC.[Cu]I.Cl[Pd](Cl)([P](C1C=CC=CC=1)(C1C=CC=CC=1)C1C=CC=CC=1)[P](C1C=CC=CC=1)(C1C=CC=CC=1)C1C=CC=CC=1. The product is [CH:1]([O:4][C:5]([C:7]1[CH:8]=[C:9]([C:34]#[C:33][Si:30]([CH3:32])([CH3:31])[CH3:29])[CH:10]=[C:11]2[C:16]=1[O:15][C:14]([CH3:18])([CH3:17])[CH2:13][C:12]2([CH3:20])[CH3:19])=[O:6])([CH3:3])[CH3:2]. The yield is 0.690.